From a dataset of NCI-60 drug combinations with 297,098 pairs across 59 cell lines. Regression. Given two drug SMILES strings and cell line genomic features, predict the synergy score measuring deviation from expected non-interaction effect. Drug 1: CCCS(=O)(=O)NC1=C(C(=C(C=C1)F)C(=O)C2=CNC3=C2C=C(C=N3)C4=CC=C(C=C4)Cl)F. Drug 2: CN(CCCl)CCCl.Cl. Cell line: SK-MEL-5. Synergy scores: CSS=28.4, Synergy_ZIP=-0.376, Synergy_Bliss=2.57, Synergy_Loewe=-12.1, Synergy_HSA=0.896.